Task: Regression/Classification. Given a drug SMILES string, predict its absorption, distribution, metabolism, or excretion properties. Task type varies by dataset: regression for continuous measurements (e.g., permeability, clearance, half-life) or binary classification for categorical outcomes (e.g., BBB penetration, CYP inhibition). Dataset: cyp2c19_veith.. Dataset: CYP2C19 inhibition data for predicting drug metabolism from PubChem BioAssay (1) The compound is O=C(O)Cc1c(O)ccc2ccccc12. The result is 0 (non-inhibitor). (2) The compound is COc1cc(C(=O)NCCC(C)C)c([N+](=O)[O-])cc1OC. The result is 0 (non-inhibitor).